Dataset: Full USPTO retrosynthesis dataset with 1.9M reactions from patents (1976-2016). Task: Predict the reactants needed to synthesize the given product. (1) Given the product [CH2:26]([N:22]1[CH2:23][CH2:24][C:20]([C:17]2[CH:18]=[CH:19][C:14]([NH:13][CH3:12])=[CH:15][CH:16]=2)([CH2:34][C:35]2[CH:40]=[CH:39][CH:38]=[CH:37][CH:36]=2)[CH2:21]1)[C:27]1[CH:28]=[CH:29][CH:30]=[CH:31][CH:32]=1, predict the reactants needed to synthesize it. The reactants are: [H-].[Al+3].[Li+].[H-].[H-].[H-].C(O[C:12](=O)[NH:13][C:14]1[CH:19]=[CH:18][C:17]([C:20]2([CH2:34][C:35]3[CH:40]=[CH:39][CH:38]=[CH:37][CH:36]=3)[CH2:24][C:23](=O)[N:22]([CH2:26][C:27]3[CH:32]=[CH:31][CH:30]=[CH:29][CH:28]=3)[C:21]2=O)=[CH:16][CH:15]=1)(C)(C)C. (2) Given the product [CH3:25][S:26][CH2:27][N:3]1[C:4]2[C:9](=[CH:8][CH:7]=[CH:6][CH:5]=2)[N:10]=[C:11]([C:12]([O:14][CH2:15][CH3:16])=[O:13])[C:2]1=[O:1], predict the reactants needed to synthesize it. The reactants are: [O:1]=[C:2]1[C:11]([C:12]([O:14][CH2:15][CH3:16])=[O:13])=[N:10][C:9]2[C:4](=[CH:5][CH:6]=[CH:7][CH:8]=2)[NH:3]1.C(=O)([O-])[O-].[K+].[K+].[I-].[K+].[CH3:25][S:26][CH2:27]Cl. (3) The reactants are: [H-].[Na+].[CH:3](OCC)=O.[O:8]1[CH2:13][CH2:12][CH2:11][CH2:10][CH:9]1[O:14][CH2:15][C:16]([O:18]CC)=O.Br.[C:22]([S:25][CH2:26][C:27]1[CH:32]=[CH:31][CH:30]=[C:29]([Cl:33])[CH:28]=1)(=[NH:24])[NH2:23]. Given the product [Cl:33][C:29]1[CH:28]=[C:27]([CH:32]=[CH:31][CH:30]=1)[CH2:26][S:25][C:22]1[NH:23][C:16](=[O:18])[C:15]([O:14][CH:9]2[CH2:10][CH2:11][CH2:12][CH2:13][O:8]2)=[CH:3][N:24]=1, predict the reactants needed to synthesize it. (4) Given the product [Br:1][C:2]1[N:3]=[C:4]([CH2:16][CH3:17])[C:5]([NH:10][C@H:11]([CH2:12][O:13][CH2:21][CH3:22])[CH2:14][CH3:15])=[N:6][C:7]=1[CH2:8][CH3:9], predict the reactants needed to synthesize it. The reactants are: [Br:1][C:2]1[N:3]=[C:4]([CH2:16][CH3:17])[C:5]([NH:10][C@@H:11]([CH2:14][CH3:15])[CH2:12][OH:13])=[N:6][C:7]=1[CH2:8][CH3:9].[H-].[Na+].I[CH2:21][CH3:22]. (5) Given the product [CH3:1][C:2]1([CH3:9])[O:7][CH2:6][CH:5]([NH:8][C:15]([NH2:16])=[NH:10])[CH2:4][O:3]1, predict the reactants needed to synthesize it. The reactants are: [CH3:1][C:2]1([CH3:9])[O:7][CH2:6][CH:5]([NH2:8])[CH2:4][O:3]1.[N:10]1([C:15](N)=[NH:16])C=CC=N1. (6) Given the product [CH2:1]([C:8]1([CH3:15])[S:12][C:11](=[O:13])[CH:10]=[C:9]1[O:14][CH3:20])[C:2]1[CH:3]=[CH:4][CH:5]=[CH:6][CH:7]=1, predict the reactants needed to synthesize it. The reactants are: [CH2:1]([C:8]1([CH3:15])[S:12][C:11](=[O:13])[CH:10]=[C:9]1[OH:14])[C:2]1[CH:7]=[CH:6][CH:5]=[CH:4][CH:3]=1.S(OC)(O[CH3:20])(=O)=O. (7) Given the product [CH3:16][C:10]1[CH:2]=[CH:3][CH:4]=[C:5]([N:11]2[N:12]=[CH:13][CH:14]=[N:15]2)[C:6]=1[C:7]([OH:9])=[O:8], predict the reactants needed to synthesize it. The reactants are: C[C:2]1[CH:3]=[CH:4][C:5]([N:11]2[N:15]=[CH:14][CH:13]=[N:12]2)=[C:6]([CH:10]=1)[C:7]([OH:9])=[O:8].[CH3:16]C1C(C(O)=O)=C(I)C=CC=1.N1C=CN=N1.